This data is from Full USPTO retrosynthesis dataset with 1.9M reactions from patents (1976-2016). The task is: Predict the reactants needed to synthesize the given product. (1) Given the product [OH:50][CH:49]1[CH:47]([OH:48])[CH:45]([OH:46])[CH:44]([O:1][CH2:2][C:3]([CH3:4])([C:6]2[O:10][N:9]=[C:8]([NH:11][C:12]([NH:14][C:15]3[CH:20]=[CH:19][C:18]([C:21]4[N:22]=[C:23]5[N:27]([CH:28]=4)[C:26]4[CH:29]=[CH:30][C:31]([O:33][CH2:34][CH2:35][N:36]6[CH2:41][CH2:40][O:39][CH2:38][CH2:37]6)=[CH:32][C:25]=4[S:24]5)=[CH:17][CH:16]=3)=[O:13])[CH:7]=2)[CH3:5])[O:52][CH:51]1[C:53]([OH:55])=[O:54], predict the reactants needed to synthesize it. The reactants are: [OH:1][CH2:2][C:3]([C:6]1[O:10][N:9]=[C:8]([NH:11][C:12]([NH:14][C:15]2[CH:20]=[CH:19][C:18]([C:21]3[N:22]=[C:23]4[N:27]([CH:28]=3)[C:26]3[CH:29]=[CH:30][C:31]([O:33][CH2:34][CH2:35][N:36]5[CH2:41][CH2:40][O:39][CH2:38][CH2:37]5)=[CH:32][C:25]=3[S:24]4)=[CH:17][CH:16]=2)=[O:13])[CH:7]=1)([CH3:5])[CH3:4].[NH4+].F[C@H:44]1[O:52][C@H:51]([C:53]([O-:55])=[O:54])[C@@H:49]([OH:50])[C@H:47]([OH:48])[C@H:45]1[OH:46]. (2) Given the product [F:1][CH:2]([F:27])[C:3]1[N:8]=[C:7]([C:9]([F:10])([F:11])[F:12])[C:6]([C:13](=[O:18])[C:14]([NH2:29])=[O:16])=[C:5]([CH2:19][CH:20]([CH3:22])[CH3:21])[C:4]=1[C:23]([O:25][CH3:26])=[O:24], predict the reactants needed to synthesize it. The reactants are: [F:1][CH:2]([F:27])[C:3]1[N:8]=[C:7]([C:9]([F:12])([F:11])[F:10])[C:6]([C:13](=[O:18])[C:14]([O:16]C)=O)=[C:5]([CH2:19][CH:20]([CH3:22])[CH3:21])[C:4]=1[C:23]([O:25][CH3:26])=[O:24].[OH-].[NH4+:29].[Na+].[Cl-]. (3) Given the product [CH3:3][C:4]1[N:8]=[C:7]([C:9]2[CH:10]=[C:11]([CH:16]=[CH:17][N:18]=2)[C:12]([OH:14])=[O:13])[O:6][N:5]=1, predict the reactants needed to synthesize it. The reactants are: [OH-].[Li+].[CH3:3][C:4]1[N:8]=[C:7]([C:9]2[CH:10]=[C:11]([CH:16]=[CH:17][N:18]=2)[C:12]([O:14]C)=[O:13])[O:6][N:5]=1. (4) Given the product [OH:3][C:4]1[CH:17]=[CH:16][C:7]2[C@H:8]([CH2:11][C:12]([OH:14])=[O:13])[CH2:9][O:10][C:6]=2[CH:5]=1, predict the reactants needed to synthesize it. The reactants are: [OH-].[Na+].[OH:3][C:4]1[CH:17]=[CH:16][C:7]2[C@H:8]([CH2:11][C:12]([O:14]C)=[O:13])[CH2:9][O:10][C:6]=2[CH:5]=1.Cl.